This data is from Forward reaction prediction with 1.9M reactions from USPTO patents (1976-2016). The task is: Predict the product of the given reaction. (1) Given the reactants Cl[C:2]1[N:7]=[C:6]([NH:8][C:9]([C:11]2([C:14]3[CH:15]=[C:16]4[C:20](=[CH:21][CH:22]=3)[CH2:19][CH2:18][CH2:17]4)[CH2:13][CH2:12]2)=[O:10])[CH:5]=[CH:4][C:3]=1[CH3:23].[CH3:24][O:25][C:26]1[N:31]=[CH:30][C:29](B(O)O)=[CH:28][CH:27]=1, predict the reaction product. The product is: [CH2:19]1[C:20]2[C:16](=[CH:15][C:14]([C:11]3([C:9]([NH:8][C:6]4[N:7]=[C:2]([C:29]5[CH:30]=[N:31][C:26]([O:25][CH3:24])=[CH:27][CH:28]=5)[C:3]([CH3:23])=[CH:4][CH:5]=4)=[O:10])[CH2:13][CH2:12]3)=[CH:22][CH:21]=2)[CH2:17][CH2:18]1. (2) The product is: [C:20]([O:19][C:17]([NH:4][C@@H:5]([CH2:7][C:8]1[CH:13]=[CH:12][C:11]([N+:14]([O-:16])=[O:15])=[CH:10][CH:9]=1)[CH2:6][C:2]([CH3:1])([CH3:25])[C:3]([OH:26])=[O:24])=[O:18])([CH3:22])([CH3:21])[CH3:23]. Given the reactants [CH3:1][C:2]1([CH3:25])[CH2:6][C@H:5]([CH2:7][C:8]2[CH:13]=[CH:12][C:11]([N+:14]([O-:16])=[O:15])=[CH:10][CH:9]=2)[N:4]([C:17]([O:19][C:20]([CH3:23])([CH3:22])[CH3:21])=[O:18])[C:3]1=[O:24].[OH-:26].[Na+].Cl, predict the reaction product. (3) Given the reactants [Cl:1][C:2]1[CH:3]=[CH:4][C:5]([C:8]([OH:10])=O)=[N:6][CH:7]=1.[NH2:11][C:12]1[CH:13]=[CH:14][C:15]([F:30])=[C:16]([C@:18]2([CH3:29])[CH2:23][S:22](=[O:25])(=[O:24])[C:21]([CH3:27])([CH3:26])[C:20]([NH2:28])=[N:19]2)[CH:17]=1, predict the reaction product. The product is: [NH2:28][C:20]1[C:21]([CH3:26])([CH3:27])[S:22](=[O:24])(=[O:25])[CH2:23][C@:18]([C:16]2[CH:17]=[C:12]([NH:11][C:8]([C:5]3[CH:4]=[CH:3][C:2]([Cl:1])=[CH:7][N:6]=3)=[O:10])[CH:13]=[CH:14][C:15]=2[F:30])([CH3:29])[N:19]=1. (4) Given the reactants [CH3:1][O:2][C:3]1[CH:26]=[CH:25][C:6]([CH2:7][N:8]2[CH:12]=[C:11]([C:13]3[N:14]=[C:15]([NH2:20])[S:16][C:17]=3[CH2:18]O)[C:10]([CH:21]([OH:24])[CH2:22][CH3:23])=[N:9]2)=[CH:5][CH:4]=1, predict the reaction product. The product is: [CH2:22]([CH:21]1[C:10]2[C:11](=[CH:12][N:8]([CH2:7][C:6]3[CH:5]=[CH:4][C:3]([O:2][CH3:1])=[CH:26][CH:25]=3)[N:9]=2)[C:13]2[N:14]=[C:15]([NH2:20])[S:16][C:17]=2[CH2:18][O:24]1)[CH3:23]. (5) Given the reactants [OH:1][C:2]1[CH:3]=[CH:4][CH:5]=[C:6]2[C:10]=1[C:9](=[O:11])[N:8]([CH3:12])[CH2:7]2.S(=O)(=O)(O)O.[N+:18]([O-])([OH:20])=[O:19].O.[Cl-].[Na+], predict the reaction product. The product is: [OH:1][C:2]1[C:3]([N+:18]([O-:20])=[O:19])=[CH:4][CH:5]=[C:6]2[C:10]=1[C:9](=[O:11])[N:8]([CH3:12])[CH2:7]2. (6) Given the reactants [Cl:1][C:2]1[CH:3]=[C:4]2[C:8](=[CH:9][CH:10]=1)[NH:7][C:6](=[O:11])[C:5]2([N:22]1[CH2:31][C@H:30]([OH:32])[CH2:29][C@H:23]1[C:24]([N:26]([CH3:28])[CH3:27])=[O:25])[C:12]1[CH:17]=[C:16]([CH:18]=[O:19])[CH:15]=[CH:14][C:13]=1[O:20][CH3:21].[CH3:33][O:34][C:35]1[CH:40]=[CH:39][C:38]([S:41](Cl)(=[O:43])=[O:42])=[C:37]([O:45][C:46]([F:49])([F:48])[F:47])[CH:36]=1, predict the reaction product. The product is: [Cl:1][C:2]1[CH:3]=[C:4]2[C:8](=[CH:9][CH:10]=1)[N:7]([S:41]([C:38]1[CH:39]=[CH:40][C:35]([O:34][CH3:33])=[CH:36][C:37]=1[O:45][C:46]([F:47])([F:48])[F:49])(=[O:43])=[O:42])[C:6](=[O:11])[C:5]2([N:22]1[CH2:31][C@H:30]([OH:32])[CH2:29][C@H:23]1[C:24]([N:26]([CH3:28])[CH3:27])=[O:25])[C:12]1[CH:17]=[C:16]([CH:18]=[O:19])[CH:15]=[CH:14][C:13]=1[O:20][CH3:21].